From a dataset of Reaction yield outcomes from USPTO patents with 853,638 reactions. Predict the reaction yield, written as a fraction of the theoretical maximum amount of product (1.0 means a 100% yield; for example, 0.34 means a 34% yield). (1) The reactants are [C:1]([Si:5]([CH3:14])([CH3:13])[O:6][CH2:7][C:8]([CH3:12])([OH:11])[C:9]#[CH:10])([CH3:4])([CH3:3])[CH3:2].Br[C:16]1[CH:17]=[CH:18][C:19]2[N:23]=[C:22]([CH3:24])[N:21]([C:25]3[N:30]=[CH:29][N:28]=[C:27]([NH2:31])[N:26]=3)[C:20]=2[CH:32]=1.C1C=CC(P(C2C=CC=CC=2)CCCP(C2C=CC=CC=2)C2C=CC=CC=2)=CC=1.C([O-])([O-])=O.[K+].[K+]. The catalyst is CN(C=O)C.CC([O-])=O.CC([O-])=O.[Pd+2].[Cu]I. The product is [NH2:31][C:27]1[N:28]=[CH:29][N:30]=[C:25]([N:21]2[C:20]3[CH:32]=[C:16]([C:10]#[C:9][C:8]([CH3:12])([OH:11])[CH2:7][O:6][Si:5]([C:1]([CH3:4])([CH3:3])[CH3:2])([CH3:14])[CH3:13])[CH:17]=[CH:18][C:19]=3[N:23]=[C:22]2[CH3:24])[N:26]=1. The yield is 0.680. (2) The reactants are Cl.Cl.[S:3]1[C:7]2[CH:8]=[CH:9][CH:10]=[CH:11][C:6]=2[N:5]=[C:4]1[NH:12][C:13]([C:15]1[CH:16]=[CH:17][CH:18]=[C:19]2[C:24]=1[CH2:23][NH:22][CH2:21][CH2:20]2)=[O:14].[OH2:25].Cl.[CH3:27][CH2:28][OH:29]. No catalyst specified. The product is [S:3]1[C:7]2[CH:8]=[CH:9][CH:10]=[CH:11][C:6]=2[N:5]=[C:4]1[NH:12][C:13]([C:15]1[CH:16]=[CH:17][CH:18]=[C:19]2[C:24]=1[CH2:23][N:22]([C:6]1[N:5]=[C:27]([C:28]([OH:25])=[O:29])[CH:9]=[CH:8][CH:7]=1)[CH2:21][CH2:20]2)=[O:14]. The yield is 0.670. (3) The reactants are Br[C:2]1[N:3]([CH2:10][CH:11]([CH2:14][O:15][C:16]2[CH:21]=[CH:20][C:19]([I:22])=[CH:18][CH:17]=2)[CH2:12][OH:13])[CH:4]=[C:5]([N+:7]([O-:9])=[O:8])[N:6]=1.[H-].[Na+]. No catalyst specified. The product is [I:22][C:19]1[CH:20]=[CH:21][C:16]([O:15][CH2:14][CH:11]2[CH2:12][O:13][C:2]3=[N:6][C:5]([N+:7]([O-:9])=[O:8])=[CH:4][N:3]3[CH2:10]2)=[CH:17][CH:18]=1. The yield is 0.780. (4) The reactants are [O:1]=[C:2]([CH2:9][CH3:10])[CH2:3][C:4]([O:6][CH2:7][CH3:8])=[O:5].[CH2:11](O)[CH2:12][OH:13].C(OCC)(OCC)OCC.O.C1(C)C=CC(S(O)(=O)=O)=CC=1. The catalyst is C(OCC)(=O)C.CCCCCCC. The product is [CH2:9]([C:2]1([CH2:3][C:4]([O:6][CH2:7][CH3:8])=[O:5])[O:13][CH2:12][CH2:11][O:1]1)[CH3:10]. The yield is 0.589. (5) The reactants are [C:1]([C:3]1[C:4]([CH3:14])=[N:5][S:6][C:7]=1[NH:8][C:9](=[O:13])[CH2:10][CH2:11][CH3:12])#[N:2].[OH:15]O. The product is [C:9]([NH:8][C:7]1[S:6][N:5]=[C:4]([CH3:14])[C:3]=1[C:1]([NH2:2])=[O:15])(=[O:13])[CH2:10][CH2:11][CH3:12]. The yield is 0.720. The catalyst is [NH4+].[OH-]. (6) The reactants are [NH2:1][C:2]1[CH:7]=[CH:6][C:5]([Cl:8])=[CH:4][N:3]=1.C[Si]([N-][Si](C)(C)C)(C)C.[Li+].[CH2:19]([O:21][C:22]([CH:24]1[CH:26]([CH2:27][OH:28])[CH:25]1[C:29](=[O:45])[NH:30][C:31]1[CH:36]=[CH:35][C:34]([N:37]2[CH:42]=[CH:41][CH:40]=[CH:39][C:38]2=[O:43])=[CH:33][C:32]=1[F:44])=[O:23])C.CO. The catalyst is C1COCC1. The product is [CH3:19][O:21][C:22]([CH:24]1[CH:25]([C:29](=[O:45])[NH:30][C:31]2[CH:36]=[CH:35][C:34]([N:37]3[CH:42]=[CH:41][CH:40]=[CH:39][C:38]3=[O:43])=[CH:33][C:32]=2[F:44])[CH:26]1[C:27](=[O:28])[NH:1][C:2]1[CH:7]=[CH:6][C:5]([Cl:8])=[CH:4][N:3]=1)=[O:23]. The yield is 0.260. (7) The reactants are [CH:1]1[CH:2]=[CH:3][C:4]2[C:5](=[CH:7][C:8]([C:27]([OH:29])=[O:28])=[C:9]([OH:26])[C:10]=2[CH2:11][C:12]2[C:21]([OH:22])=[C:20]([C:23]([OH:25])=[O:24])[CH:19]=[C:18]3[C:13]=2[CH:14]=[CH:15][CH:16]=[CH:17]3)[CH:6]=1.[CH3:30][N:31]([CH2:33][CH2:34][CH2:35][N:36]1[C:46]2[CH:47]=[CH:48][CH:49]=[CH:50][C:45]=2[CH2:44][CH2:43][C:42]2[CH:41]=[CH:40][CH:39]=[CH:38][C:37]1=2)[CH3:32]. The catalyst is C(OCC)(=O)C. The product is [CH3:30][N:31]([CH2:33][CH2:34][CH2:35][N:36]1[C:37]2[CH:38]=[CH:39][CH:40]=[CH:41][C:42]=2[CH2:43][CH2:44][C:45]2[CH:50]=[CH:49][CH:48]=[CH:47][C:46]1=2)[CH3:32].[CH:1]1[CH:2]=[CH:3][C:4]2[C:5](=[CH:7][C:8]([C:27]([OH:29])=[O:28])=[C:9]([OH:26])[C:10]=2[CH2:11][C:12]2[C:21]([OH:22])=[C:20]([C:23]([OH:25])=[O:24])[CH:19]=[C:18]3[C:13]=2[CH:14]=[CH:15][CH:16]=[CH:17]3)[CH:6]=1. The yield is 0.960. (8) The reactants are [I:1](O)(=O)(=O)=O.[I-:6].[K+].[Br:8][C:9]1[CH:14]=[CH:13][CH:12]=[CH:11][C:10]=1[Br:15]. The catalyst is S(=O)(=O)(O)O. The product is [Br:8][C:9]1[CH:14]=[C:13]([I:6])[C:12]([I:1])=[CH:11][C:10]=1[Br:15]. The yield is 0.490. (9) The reactants are [F:1][C:2]1[C:3]([C:9]2[N:13]([CH:14]3[CH2:19][CH2:18][O:17][CH2:16][CH2:15]3)[C:12]([CH3:20])=[N:11][CH:10]=2)=[N:4][C:5]([NH2:8])=[N:6][CH:7]=1.Br[C:22]1[C:34]([F:35])=[CH:33][C:25]([CH2:26][N:27]2[CH2:32][CH2:31][O:30][CH2:29][CH2:28]2)=[C:24]([F:36])[CH:23]=1.CCC([O-])(C)C.[Na+]. The catalyst is C1(C)C=CC=CC=1.Cl[Pd]Cl.C1(P(C2C=CC=CC=2)[C-]2C=CC=C2)C=CC=CC=1.[C-]1(P(C2C=CC=CC=2)C2C=CC=CC=2)C=CC=C1.[Fe+2].CC1(C)C2C=CC=C(P(C3C=CC=CC=3)C3C=CC=CC=3)C=2OC2C1=CC=CC=2P(C1C=CC=CC=1)C1C=CC=CC=1. The product is [F:35][C:34]1[CH:33]=[C:25]([CH2:26][N:27]2[CH2:28][CH2:29][O:30][CH2:31][CH2:32]2)[C:24]([F:36])=[CH:23][C:22]=1[NH:8][C:5]1[N:4]=[C:3]([C:9]2[N:13]([CH:14]3[CH2:19][CH2:18][O:17][CH2:16][CH2:15]3)[C:12]([CH3:20])=[N:11][CH:10]=2)[C:2]([F:1])=[CH:7][N:6]=1. The yield is 0.640.